This data is from Catalyst prediction with 721,799 reactions and 888 catalyst types from USPTO. The task is: Predict which catalyst facilitates the given reaction. (1) Reactant: [CH2:1]([N:8]1[CH2:17][CH2:16][C:15]2[N:14]=[C:13](Cl)[CH:12]=[CH:11][C:10]=2[CH2:9]1)[C:2]1[CH:7]=[CH:6][CH:5]=[CH:4][CH:3]=1.Cl.[CH3:20][NH:21][CH3:22].CC(C1C=C(C(C)C)C(C2C=CC=CC=2P(C2CCCCC2)C2CCCCC2)=C(C(C)C)C=1)C.CC(C)([O-])C.[Na+]. Product: [CH2:1]([N:8]1[CH2:17][CH2:16][C:15]2[N:14]=[C:13]([N:21]([CH3:22])[CH3:20])[CH:12]=[CH:11][C:10]=2[CH2:9]1)[C:2]1[CH:7]=[CH:6][CH:5]=[CH:4][CH:3]=1. The catalyst class is: 720. (2) Reactant: CC(C)([O-])C.[K+].[NH2:7][C:8]1[N:13]=[C:12]([C:14]2[CH:19]=[CH:18][C:17]([OH:20])=[CH:16][C:15]=2[O:21][CH3:22])[CH:11]=[CH:10][CH:9]=1.S(O)(=O)(=O)C.[C:28]([N:35]1[CH2:40][CH2:39][CH:38](O)[CH2:37][CH2:36]1)([O:30][C:31]([CH3:34])([CH3:33])[CH3:32])=[O:29].S([O-])(=O)(=O)C. Product: [C:31]([O:30][C:28]([N:35]1[CH2:40][CH2:39][CH:38]([O:20][C:17]2[CH:18]=[CH:19][C:14]([C:12]3[CH:11]=[CH:10][CH:9]=[C:8]([NH2:7])[N:13]=3)=[C:15]([O:21][CH3:22])[CH:16]=2)[CH2:37][CH2:36]1)=[O:29])([CH3:34])([CH3:32])[CH3:33]. The catalyst class is: 58. (3) Reactant: [Br:1][C:2]1[CH:23]=[CH:22][C:5]2[N:6]=[C:7]([N:9]3[CH2:14][CH2:13][N:12](C(OC(C)(C)C)=O)[CH2:11][CH2:10]3)[S:8][C:4]=2[CH:3]=1.C(O)(C(F)(F)F)=O. Product: [Br:1][C:2]1[CH:23]=[CH:22][C:5]2[N:6]=[C:7]([N:9]3[CH2:14][CH2:13][NH:12][CH2:11][CH2:10]3)[S:8][C:4]=2[CH:3]=1. The catalyst class is: 2. (4) Reactant: [NH2:1][C:2]1[S:6][C:5]2[CH2:7][CH2:8][CH2:9][CH2:10][C:4]=2[C:3]=1[C:11]([C:13]1[C:21]2[C:16](=[CH:17][CH:18]=[CH:19][CH:20]=2)[NH:15][C:14]=1[CH3:22])=O.[C:23]([O:30][CH3:31])(=[O:29])[CH2:24][CH2:25][C:26]([CH3:28])=O.Cl[Si](C)(C)C. Product: [CH3:28][C:26]1[N:1]=[C:2]2[S:6][C:5]3[CH2:7][CH2:8][CH2:9][CH2:10][C:4]=3[C:3]2=[C:11]([C:13]2[C:21]3[C:16](=[CH:17][CH:18]=[CH:19][CH:20]=3)[NH:15][C:14]=2[CH3:22])[C:25]=1[CH2:24][C:23]([O:30][CH3:31])=[O:29]. The catalyst class is: 3. (5) Reactant: [H-].[H-].[H-].[H-].[Li+].[Al+3].[Cl:7][C:8]1[CH:9]=[CH:10][C:11]([OH:17])=[C:12]([CH:16]=1)[C:13]([NH2:15])=O.C(O)C. Product: [Cl:7][C:8]1[CH:9]=[CH:10][C:11]([OH:17])=[C:12]([CH:16]=1)[CH2:13][NH2:15]. The catalyst class is: 7. (6) Reactant: [CH3:1][O:2][C:3]1[CH:14]=[CH:13][CH:12]=[CH:11][C:4]=1[CH:5]=[C:6]([C:9]#[N:10])[C:7]#[N:8].O1CCCC1.[BH4-].[Na+].C(C(CC1C=CC=CC=1OC)(C#N)C#N)C=C. Product: [CH3:1][O:2][C:3]1[CH:14]=[CH:13][CH:12]=[CH:11][C:4]=1[CH2:5][CH:6]([C:9]#[N:10])[C:7]#[N:8]. The catalyst class is: 8.